From a dataset of Blood-brain barrier permeability classification from the B3DB database. Regression/Classification. Given a drug SMILES string, predict its absorption, distribution, metabolism, or excretion properties. Task type varies by dataset: regression for continuous measurements (e.g., permeability, clearance, half-life) or binary classification for categorical outcomes (e.g., BBB penetration, CYP inhibition). Dataset: b3db_classification. (1) The molecule is CCCC[C@@H](CC)CNC(=O)C[C@@H](C)O. The result is 1 (penetrates BBB). (2) The compound is CCCCNC(=O)OC[C@@](C)(CCC)COC(N)=O. The result is 1 (penetrates BBB). (3) The drug is COC1CC(O[C@@H]2[C@@H](C)C(=O)O[C@H](C)[C@H](C)[C@H](O)[C@@H](C)C(=O)[C@@]3(CO3)C[C@H](C)[C@H](OC3OC(C)CC(N(C)C)C3O)[C@H]2C)OC(C)C1O. The result is 0 (does not penetrate BBB). (4) The compound is Cc1c(O)cccc1C(=O)NC(CSc1ccccc1)C(O)CN1CC2CCCCC2CC1C(=O)NC(C)(C)C. The result is 1 (penetrates BBB). (5) The compound is CC1(C)O[C@@H]2C[C@H]3[C@@H]4C[C@H](F)C5=CC(=O)CC[C@]5(C)[C@H]4[C@@H](O)C[C@]3(C)[C@]2(C(=O)CO)O1. The result is 1 (penetrates BBB). (6) The compound is CO[C@H]1[C@H](OC(N)=O)[C@@H](O)[C@@H](Oc2ccc3c(O)c(NC(=O)c4ccc(O)c(CC=C(C)C)c4)c(=O)oc3c2C)OC1(C)C. The result is 0 (does not penetrate BBB). (7) The molecule is COCC(=O)N(c1ccccc1F)C1CCN(CCc2ccccc2)CC1. The result is 1 (penetrates BBB).